From a dataset of Forward reaction prediction with 1.9M reactions from USPTO patents (1976-2016). Predict the product of the given reaction. (1) Given the reactants [CH2:1]([N:8]1[CH2:12][C@@H:11]([OH:13])[C@H:10]([OH:14])[CH2:9]1)[C:2]1[CH:7]=[CH:6][CH:5]=[CH:4][CH:3]=1.CS(O[CH2:20][CH2:21][CH2:22][CH2:23][CH2:24][CH2:25][CH2:26][CH2:27]/[CH:28]=[CH:29]\[CH2:30][CH2:31][CH2:32][CH3:33])(=O)=O, predict the reaction product. The product is: [CH2:1]([N:8]1[CH2:12][C@@H:11]([O:13][CH2:20][CH2:21][CH2:22][CH2:23][CH2:24][CH2:25][CH2:26][CH2:27]/[CH:28]=[CH:29]\[CH2:30][CH2:31][CH2:32][CH3:33])[C@H:10]([O:14][CH2:33][CH2:32][CH2:31][CH2:30][CH2:29][CH2:28][CH2:27][CH2:26]/[CH:25]=[CH:24]\[CH2:23][CH2:22][CH2:21][CH3:20])[CH2:9]1)[C:2]1[CH:3]=[CH:4][CH:5]=[CH:6][CH:7]=1. (2) Given the reactants FC(F)(F)C(O)=O.[C:8]([C:10]1[CH:23]=[CH:22][CH:21]=[CH:20][C:11]=1[C:12]([N:14]1[CH2:19][CH2:18][NH:17][CH2:16][CH2:15]1)=[O:13])#[N:9].Cl[C:25]1[N:30]=[C:29]([O:31][CH3:32])[CH:28]=[CH:27][N:26]=1.C(=O)([O-])[O-].[K+].[K+].O, predict the reaction product. The product is: [C:8]([C:10]1[CH:23]=[CH:22][CH:21]=[CH:20][C:11]=1[C:12]([N:14]1[CH2:15][CH2:16][N:17]([C:25]2[N:30]=[C:29]([O:31][CH3:32])[CH:28]=[CH:27][N:26]=2)[CH2:18][CH2:19]1)=[O:13])#[N:9].